Task: Predict the product of the given reaction.. Dataset: Forward reaction prediction with 1.9M reactions from USPTO patents (1976-2016) (1) Given the reactants [C:1]([O:4][CH2:5][C:6]1[CH:11]=[C:10]([C:12]2[CH2:16][C:15]([C:21]3[CH:26]=[C:25]([Cl:27])[CH:24]=[C:23]([Cl:28])[CH:22]=3)([C:17]([F:20])([F:19])[F:18])[O:14][N:13]=2)[CH:9]=[CH:8][C:7]=1Br)(=[O:3])[CH3:2].[B:30]1([B:30]2[O:34][C:33]([CH3:36])([CH3:35])[C:32]([CH3:38])([CH3:37])[O:31]2)[O:34][C:33]([CH3:36])([CH3:35])[C:32]([CH3:38])([CH3:37])[O:31]1.CC([O-])=O.[K+], predict the reaction product. The product is: [C:1]([O:4][CH2:5][C:6]1[CH:11]=[C:10]([C:12]2[CH2:16][C:15]([C:21]3[CH:26]=[C:25]([Cl:27])[CH:24]=[C:23]([Cl:28])[CH:22]=3)([C:17]([F:20])([F:19])[F:18])[O:14][N:13]=2)[CH:9]=[CH:8][C:7]=1[B:30]1[O:34][C:33]([CH3:36])([CH3:35])[C:32]([CH3:38])([CH3:37])[O:31]1)(=[O:3])[CH3:2]. (2) The product is: [NH2:8][C:9]1([CH2:14][NH:15][C:16]2[C:25]3[C:20](=[CH:21][CH:22]=[C:23]([CH3:26])[CH:24]=3)[N:19]=[C:18]([N:27]3[CH2:33][C:32]4[CH:34]=[CH:35][CH:36]=[CH:37][C:31]=4[S:30](=[O:39])(=[O:38])[CH2:29][CH2:28]3)[CH:17]=2)[CH2:13][CH2:12][O:11][CH2:10]1. Given the reactants C([N:8](CC1C=CC=CC=1)[C:9]1([CH2:14][NH:15][C:16]2[C:25]3[C:20](=[CH:21][CH:22]=[C:23]([CH3:26])[CH:24]=3)[N:19]=[C:18]([N:27]3[CH2:33][C:32]4[CH:34]=[CH:35][CH:36]=[CH:37][C:31]=4[S:30](=[O:39])(=[O:38])[CH2:29][CH2:28]3)[CH:17]=2)[CH2:13][CH2:12][O:11][CH2:10]1)C1C=CC=CC=1, predict the reaction product. (3) Given the reactants [Cl:1][C:2]1[C:11]2[CH2:10][CH2:9][CH2:8][N:7]([CH:12]3[CH2:17][CH2:16][N:15]([C:18]4[S:19][C:20]([C:23]([O:25]CC)=[O:24])=[CH:21][N:22]=4)[CH2:14][CH2:13]3)[C:6](=[O:28])[C:5]=2[NH:4][C:3]=1[CH3:29].[Li+].[OH-].Cl, predict the reaction product. The product is: [Cl:1][C:2]1[C:11]2[CH2:10][CH2:9][CH2:8][N:7]([CH:12]3[CH2:13][CH2:14][N:15]([C:18]4[S:19][C:20]([C:23]([OH:25])=[O:24])=[CH:21][N:22]=4)[CH2:16][CH2:17]3)[C:6](=[O:28])[C:5]=2[NH:4][C:3]=1[CH3:29]. (4) Given the reactants [F:1][C:2]1[CH:3]=[CH:4][C:5]([C:8]2[N:12]([C:13]3[CH:14]=[N:15][CH:16]=[CH:17][CH:18]=3)[N:11]=[C:10]([C:19]([OH:21])=O)[CH:9]=2)=[N:6][CH:7]=1.[C:22]([NH2:26])([CH3:25])([CH3:24])[CH3:23], predict the reaction product. The product is: [C:22]([NH:26][C:19]([C:10]1[CH:9]=[C:8]([C:5]2[CH:4]=[CH:3][C:2]([F:1])=[CH:7][N:6]=2)[N:12]([C:13]2[CH:14]=[N:15][CH:16]=[CH:17][CH:18]=2)[N:11]=1)=[O:21])([CH3:25])([CH3:24])[CH3:23]. (5) Given the reactants [I:1][C:2]1[CH:7]=[CH:6][CH:5]=[CH:4][CH:3]=1.C1(P(C2C=CC=CC=2)C2C=CC=CC=2)C=CC=CC=1.[N:27]1([CH2:33][CH:34]([OH:36])[CH3:35])[CH2:32][CH2:31][CH2:30][CH2:29][CH2:28]1.N(C(OC(C)C)=O)=NC(OC(C)C)=O, predict the reaction product. The product is: [I:1][C:2]1[CH:7]=[CH:6][C:5]([O:36][CH:34]([CH3:35])[CH2:33][N:27]2[CH2:32][CH2:31][CH2:30][CH2:29][CH2:28]2)=[CH:4][CH:3]=1. (6) Given the reactants [N:1]([C:4]1[CH:5]=[C:6]([Cl:18])[C:7]([NH:10][C:11]2[CH:16]=[CH:15][C:14]([Cl:17])=[CH:13][CH:12]=2)=[N:8][CH:9]=1)=[N+:2]=[N-:3].[CH3:19][Si:20]([CH3:28])([CH3:27])[C:21]#[C:22][CH2:23][CH2:24][CH2:25][CH3:26], predict the reaction product. The product is: [CH2:23]([C:22]1[N:1]([C:4]2[CH:5]=[C:6]([Cl:18])[C:7]([NH:10][C:11]3[CH:12]=[CH:13][C:14]([Cl:17])=[CH:15][CH:16]=3)=[N:8][CH:9]=2)[N:2]=[N:3][C:21]=1[Si:20]([CH3:28])([CH3:27])[CH3:19])[CH2:24][CH2:25][CH3:26].